This data is from NCI-60 drug combinations with 297,098 pairs across 59 cell lines. The task is: Regression. Given two drug SMILES strings and cell line genomic features, predict the synergy score measuring deviation from expected non-interaction effect. (1) Drug 1: C1CCC(CC1)NC(=O)N(CCCl)N=O. Drug 2: CC12CCC3C(C1CCC2OP(=O)(O)O)CCC4=C3C=CC(=C4)OC(=O)N(CCCl)CCCl.[Na+]. Cell line: KM12. Synergy scores: CSS=-4.37, Synergy_ZIP=-9.11, Synergy_Bliss=-23.4, Synergy_Loewe=-21.8, Synergy_HSA=-20.3. (2) Drug 1: CCCCC(=O)OCC(=O)C1(CC(C2=C(C1)C(=C3C(=C2O)C(=O)C4=C(C3=O)C=CC=C4OC)O)OC5CC(C(C(O5)C)O)NC(=O)C(F)(F)F)O. Drug 2: C1CN1C2=NC(=NC(=N2)N3CC3)N4CC4. Cell line: A498. Synergy scores: CSS=43.8, Synergy_ZIP=0.0541, Synergy_Bliss=3.59, Synergy_Loewe=-11.3, Synergy_HSA=-1.94. (3) Drug 1: CC1=CC2C(CCC3(C2CCC3(C(=O)C)OC(=O)C)C)C4(C1=CC(=O)CC4)C. Drug 2: C1=C(C(=O)NC(=O)N1)N(CCCl)CCCl. Cell line: SR. Synergy scores: CSS=46.6, Synergy_ZIP=5.73, Synergy_Bliss=4.37, Synergy_Loewe=-16.3, Synergy_HSA=4.30.